The task is: Predict the reactants needed to synthesize the given product.. This data is from Full USPTO retrosynthesis dataset with 1.9M reactions from patents (1976-2016). (1) Given the product [CH3:12][O:13][C:14]1[CH:21]=[CH:20][C:17]([C:18]2[NH:1][N:2]=[C:3]([C:5]3[CH:10]=[CH:9][CH:8]=[C:7]([CH3:11])[N:6]=3)[N:4]=2)=[C:16]([OH:22])[CH:15]=1, predict the reactants needed to synthesize it. The reactants are: [NH2:1][NH:2][C:3]([C:5]1[CH:10]=[CH:9][CH:8]=[C:7]([CH3:11])[N:6]=1)=[NH:4].[CH3:12][O:13][C:14]1[CH:21]=[CH:20][C:17]([CH:18]=O)=[C:16]([OH:22])[CH:15]=1. (2) Given the product [CH2:34]([C:31]1[CH:30]=[N:29][C:28]([N:23]2[CH2:24][CH2:25][CH:20]([C@@:18]3([CH3:26])[O:17][C:14]4=[CH:15][N:16]=[C:11]([C:8]5[CH2:9][CH2:10][N:5]([S:2]([CH3:1])(=[O:3])=[O:4])[CH2:6][CH:7]=5)[CH:12]=[C:13]4[CH2:19]3)[CH2:21][CH2:22]2)=[N:33][CH:32]=1)[CH3:35], predict the reactants needed to synthesize it. The reactants are: [CH3:1][S:2]([N:5]1[CH2:10][CH:9]=[C:8]([C:11]2[CH:12]=[C:13]3[CH2:19][C@@:18]([CH3:26])([CH:20]4[CH2:25][CH2:24][NH:23][CH2:22][CH2:21]4)[O:17][C:14]3=[CH:15][N:16]=2)[CH2:7][CH2:6]1)(=[O:4])=[O:3].Cl[C:28]1[N:33]=[CH:32][C:31]([CH2:34][CH3:35])=[CH:30][N:29]=1.C(=O)([O-])[O-].[K+].[K+].